From a dataset of Catalyst prediction with 721,799 reactions and 888 catalyst types from USPTO. Predict which catalyst facilitates the given reaction. (1) Product: [O:1]=[C:2]1[CH:7]=[CH:6][N:5]2[N:8]=[CH:9][C:10]([C:11]([OH:13])=[O:12])=[C:4]2[NH:3]1. The catalyst class is: 15. Reactant: [O:1]=[C:2]1[CH:7]=[CH:6][N:5]2[N:8]=[CH:9][C:10]([C:11]([O:13]C)=[O:12])=[C:4]2[NH:3]1.[OH-].[Li+].O. (2) Reactant: [C:1]([O:5][C:6]([N:8]1[CH2:13][CH2:12][CH:11]([CH2:14][CH2:15][C:16]([N:18]2[CH2:23][CH2:22][CH2:21][C@@H:20]([C:24](=[O:42])[NH:25][C@H:26]([C:35]3[CH:40]=[CH:39][C:38]([OH:41])=[CH:37][CH:36]=3)[CH2:27][C:28]([O:30][C:31]([CH3:34])([CH3:33])[CH3:32])=[O:29])[CH2:19]2)=[O:17])[CH2:10][CH2:9]1)=[O:7])([CH3:4])([CH3:3])[CH3:2].C(=O)([O-])[O-].[Cs+].[Cs+].[C:49]1([CH3:72])[CH:54]=[CH:53][C:52]([S:55]([O:58][CH2:59][CH2:60]OS(C2C=CC(C)=CC=2)(=O)=O)(=[O:57])=[O:56])=[CH:51][CH:50]=1. Product: [C:31]([O:30][C:28](=[O:29])[CH2:27][C@H:26]([NH:25][C:24]([C@@H:20]1[CH2:21][CH2:22][CH2:23][N:18]([C:16](=[O:17])[CH2:15][CH2:14][CH:11]2[CH2:10][CH2:9][N:8]([C:6]([O:5][C:1]([CH3:2])([CH3:3])[CH3:4])=[O:7])[CH2:13][CH2:12]2)[CH2:19]1)=[O:42])[C:35]1[CH:40]=[CH:39][C:38]([O:41][CH2:60][CH2:59][O:58][S:55]([C:52]2[CH:53]=[CH:54][C:49]([CH3:72])=[CH:50][CH:51]=2)(=[O:57])=[O:56])=[CH:37][CH:36]=1)([CH3:32])([CH3:33])[CH3:34]. The catalyst class is: 9.